From a dataset of Forward reaction prediction with 1.9M reactions from USPTO patents (1976-2016). Predict the product of the given reaction. (1) Given the reactants [OH:1][C:2]1[N:6]([CH3:7])[N:5]=[C:4]([C:8]2[CH:13]=[CH:12][C:11]([O:14][C:15]([F:18])([F:17])[F:16])=[CH:10][CH:9]=2)[C:3]=1[CH:19]=O.C(=O)(O)[O-].[Na+], predict the reaction product. The product is: [CH3:7][N:6]1[C:2]([OH:1])=[C:3]([CH3:19])[C:4]([C:8]2[CH:9]=[CH:10][C:11]([O:14][C:15]([F:16])([F:18])[F:17])=[CH:12][CH:13]=2)=[N:5]1. (2) The product is: [F:1][C:2]1[C:3]([C:21]2[CH:22]=[CH:23][C:18]([C:15]([OH:17])=[O:16])=[CH:19][CH:20]=2)=[CH:4][C:5]2[C:10]([CH:11]=1)=[CH:9][C:8]([O:12][CH3:13])=[CH:7][CH:6]=2. Given the reactants [F:1][C:2]1[C:3](I)=[CH:4][C:5]2[C:10]([CH:11]=1)=[CH:9][C:8]([O:12][CH3:13])=[CH:7][CH:6]=2.[C:15]([C:18]1[CH:23]=[CH:22][C:21](B(O)O)=[CH:20][CH:19]=1)([OH:17])=[O:16], predict the reaction product. (3) Given the reactants C(OC([N:8]1[CH2:12][CH2:11][CH:10]([NH:13][C:14]2[N:23]=[CH:22][C:21]3[CH2:20][CH2:19][C:18]4[C:24]([C:28]([O:30][CH2:31][CH3:32])=[O:29])=[N:25][N:26]([CH3:27])[C:17]=4[C:16]=3[N:15]=2)[CH2:9]1)=O)(C)(C)C.C1(NC2N=CC3C=CC4C(C(N)=O)=NN(C)C=4C=3N=2)CCCCC1, predict the reaction product. The product is: [CH2:28]([O:30][CH2:31][CH3:32])[CH3:24].[CH3:27][N:26]1[C:17]2[C:16]3[N:15]=[C:14]([NH:13][CH:10]4[CH2:11][CH2:12][NH:8][CH2:9]4)[N:23]=[CH:22][C:21]=3[CH2:20][CH2:19][C:18]=2[C:24]([C:28]([O:30][CH2:31][CH3:32])=[O:29])=[N:25]1. (4) Given the reactants S(C1C=CC(C)=CC=1)([O-])(=O)=O.[Br:12][C:13]1[CH:22]=[C:21]2[C:16]([C:17](=[O:39])[N:18]([C:28]3[CH:33]=[CH:32][C:31]([O:34][C:35]([F:38])([F:37])[F:36])=[CH:30][CH:29]=3)[C:19]3([CH2:27][CH2:26][NH:25][CH2:24][CH2:23]3)[NH:20]2)=[CH:15][CH:14]=1.C(N(CC)CC)C.[CH:47]1[C:56]2[CH:55]=[CH:54][CH:53]=[C:52]([CH:57]=O)[C:51]=2[CH:50]=[CH:49][N:48]=1.C([BH3-])#N.[Na+].C(=O)([O-])[O-].[Na+].[Na+], predict the reaction product. The product is: [Br:12][C:13]1[CH:22]=[C:21]2[C:16]([C:17](=[O:39])[N:18]([C:28]3[CH:29]=[CH:30][C:31]([O:34][C:35]([F:38])([F:37])[F:36])=[CH:32][CH:33]=3)[C:19]3([CH2:27][CH2:26][N:25]([CH2:57][C:52]4[CH:53]=[CH:54][CH:55]=[C:56]5[C:51]=4[CH:50]=[CH:49][N:48]=[CH:47]5)[CH2:24][CH2:23]3)[NH:20]2)=[CH:15][CH:14]=1. (5) Given the reactants C([Li])CCC.[CH2:6]([O:13][C:14]1[CH:30]=[CH:29][C:17]([CH2:18][C:19]2[CH:28]=[C:27]3[C:21](=[CH:22][CH:23]=[CH:24][CH:25]=[CH:26]3)[CH:20]=2)=[CH:16][C:15]=1Br)[C:7]1[CH:12]=[CH:11][CH:10]=[CH:9][CH:8]=1.[CH2:32]([O:39][C@@H:40]1[C@@H:46]([O:47][CH2:48][C:49]2[CH:54]=[CH:53][CH:52]=[CH:51][CH:50]=2)[C@H:45]([O:55][CH2:56][C:57]2[CH:62]=[CH:61][CH:60]=[CH:59][CH:58]=2)[C@@H:44]([CH2:63][O:64][CH2:65][C:66]2[CH:71]=[CH:70][CH:69]=[CH:68][CH:67]=2)[O:43][C:41]1=[O:42])[C:33]1[CH:38]=[CH:37][CH:36]=[CH:35][CH:34]=1.[Cl-].[NH4+], predict the reaction product. The product is: [CH:20]1[C:21]2[C:27]([CH:26]=[CH:25][CH:24]=[CH:23][CH:22]=2)=[CH:28][C:19]=1[CH2:18][C:17]1[CH:29]=[CH:30][C:14]([O:13][CH2:6][C:7]2[CH:8]=[CH:9][CH:10]=[CH:11][CH:12]=2)=[C:15]([C:41]2([O:43][C@H:44]([CH2:63][O:64][CH2:65][C:66]3[CH:67]=[CH:68][CH:69]=[CH:70][CH:71]=3)[C@@H:45]([O:55][CH2:56][C:57]3[CH:58]=[CH:59][CH:60]=[CH:61][CH:62]=3)[C@H:46]([O:47][CH2:48][C:49]3[CH:54]=[CH:53][CH:52]=[CH:51][CH:50]=3)[C@H:40]2[O:39][CH2:32][C:33]2[CH:38]=[CH:37][CH:36]=[CH:35][CH:34]=2)[OH:42])[CH:16]=1.